From a dataset of Peptide-MHC class II binding affinity with 134,281 pairs from IEDB. Regression. Given a peptide amino acid sequence and an MHC pseudo amino acid sequence, predict their binding affinity value. This is MHC class II binding data. (1) The peptide sequence is AAAAPAAVGAAVGGT. The MHC is HLA-DQA10501-DQB10201 with pseudo-sequence HLA-DQA10501-DQB10201. The binding affinity (normalized) is 0.344. (2) The MHC is H-2-IAb with pseudo-sequence H-2-IAb. The peptide sequence is NVYLNSKGTRSSVRLQ. The binding affinity (normalized) is 0.371. (3) The peptide sequence is IEAAASAIQGNVTSI. The MHC is DRB1_0405 with pseudo-sequence DRB1_0405. The binding affinity (normalized) is 0.396.